From a dataset of Full USPTO retrosynthesis dataset with 1.9M reactions from patents (1976-2016). Predict the reactants needed to synthesize the given product. (1) Given the product [CH2:1]([CH:3]1[C:12]2[CH:13]=[CH:14][CH:15]=[C:10]3[C:11]=2[C:6](=[CH:7][CH:8]=[CH:9]3)[CH:5]([OH:16])[O:4]1)[CH3:2], predict the reactants needed to synthesize it. The reactants are: [CH2:1]([CH:3]1[C:12]2[CH:13]=[CH:14][CH:15]=[C:10]3[C:11]=2[C:6](=[CH:7][CH:8]=[CH:9]3)[C:5](=[O:16])[O:4]1)[CH3:2].[H-].C([Al+]CC(C)C)C(C)C.C(O)(=O)CC(CC(O)=O)(C(O)=O)O. (2) The reactants are: [C:1]([O:4][CH2:5][CH:6]([O:25][C:26](=[O:28])[CH3:27])[C:7](=[O:24])[NH:8][C:9]1[C:14]([I:15])=[C:13]([C:16](Cl)=[O:17])[C:12]([I:19])=[C:11]([C:20]([Cl:22])=[O:21])[C:10]=1[I:23])(=[O:3])[CH3:2].[CH3:29][C:30]1([CH3:37])[O:34][CH:33]([CH2:35][NH2:36])[CH2:32][O:31]1. Given the product [C:1]([O:4][CH2:5][CH:6]([O:25][C:26](=[O:28])[CH3:27])[C:7](=[O:24])[NH:8][C:9]1[C:14]([I:15])=[C:13]([C:16](=[O:17])[NH:36][CH2:35][CH:33]2[CH2:32][O:31][C:30]([CH3:37])([CH3:29])[O:34]2)[C:12]([I:19])=[C:11]([C:20]([Cl:22])=[O:21])[C:10]=1[I:23])(=[O:3])[CH3:2], predict the reactants needed to synthesize it. (3) Given the product [CH3:23][N:24]1[CH2:29][CH2:28][N:27]([CH:2]([C:4]2[CH:17]=[CH:16][C:15]3[C:14](=[O:18])[C:13]4[C:8](=[CH:9][CH:10]=[CH:11][CH:12]=4)[C:7](=[O:19])[C:6]=3[CH:5]=2)[CH3:3])[CH2:26][CH2:25]1, predict the reactants needed to synthesize it. The reactants are: Br[CH:2]([C:4]1[CH:17]=[CH:16][C:15]2[C:14](=[O:18])[C:13]3[C:8](=[CH:9][CH:10]=[CH:11][CH:12]=3)[C:7](=[O:19])[C:6]=2[CH:5]=1)[CH3:3].C(O)C.[CH3:23][N:24]1[CH2:29][CH2:28][NH:27][CH2:26][CH2:25]1.Cl. (4) Given the product [NH2:47][C:44]1[CH:45]=[CH:46][C:41]([CH2:40][OH:39])=[CH:42][CH:43]=1.[N:59]([C:56]1[CH:55]=[CH:54][C:53]([CH2:52][OH:51])=[CH:58][CH:57]=1)=[N+:60]=[N-:61], predict the reactants needed to synthesize it. The reactants are: N[C@H](C(O)=O)CCCCN.C(=O)([O-])OC1C=CC([N+]([O-])=O)=CC=1CC1C=CC(N=[N+]=[N-])=CC=1.[N-]=[N+]=[N-].C(=O)([O:39][CH2:40][C:41]1[CH:46]=[CH:45][C:44]([NH2:47])=[CH:43][CH:42]=1)N.C(=O)([O:51][CH2:52][C:53]1[CH:58]=[CH:57][C:56]([N:59]=[N+:60]=[N-:61])=[CH:55][CH:54]=1)N. (5) Given the product [Br:1][C:2]1[C:3]2[O:10][CH:12]=[C:13]([CH3:14])[C:4]=2[C:5]([F:9])=[C:6]([F:8])[CH:7]=1, predict the reactants needed to synthesize it. The reactants are: [Br:1][C:2]1[CH:7]=[C:6]([F:8])[C:5]([F:9])=[CH:4][C:3]=1[OH:10].Br[CH2:12][C:13](=O)[CH3:14].